Dataset: Forward reaction prediction with 1.9M reactions from USPTO patents (1976-2016). Task: Predict the product of the given reaction. (1) Given the reactants [Cl:1][C:2]1[CH:10]=[C:9]2[C:5]([C:6]([CH2:11][CH3:12])=[CH:7][NH:8]2)=[CH:4][CH:3]=1.[H-].[Na+].[CH3:15][O:16][C:17]1[CH:22]=[CH:21][C:20]([S:23](Cl)(=[O:25])=[O:24])=[CH:19][C:18]=1[N:27]1[CH2:32][CH2:31][N:30]([C:33](=[O:38])[C:34]([Cl:37])([Cl:36])[Cl:35])[CH2:29][CH2:28]1, predict the reaction product. The product is: [Cl:37][C:34]([Cl:35])([Cl:36])[C:33]([N:30]1[CH2:31][CH2:32][N:27]([C:18]2[CH:19]=[C:20]([S:23]([N:8]3[C:9]4[C:5](=[CH:4][CH:3]=[C:2]([Cl:1])[CH:10]=4)[C:6]([CH2:11][CH3:12])=[CH:7]3)(=[O:24])=[O:25])[CH:21]=[CH:22][C:17]=2[O:16][CH3:15])[CH2:28][CH2:29]1)=[O:38]. (2) Given the reactants [C:1](N1C=CN=C1)(N1C=CN=C1)=[O:2].[F:13][C:14]([F:24])([F:23])[C:15]1[CH:22]=[CH:21][C:18]([CH2:19][NH2:20])=[CH:17][CH:16]=1.Cl.Cl.[NH2:27][C:28]1[CH:29]=[C:30]([CH:58]=[CH:59][CH:60]=1)[O:31][C:32]1[CH:33]=[CH:34][C:35]2[N:39]=[C:38]([CH2:40][O:41][C:42]3[CH:55]=[CH:54][C:45]([CH2:46][CH:47]4[S:51][C:50](=[O:52])[NH:49][C:48]4=[O:53])=[CH:44][CH:43]=3)[N:37]([CH3:56])[C:36]=2[CH:57]=1.C(N(CC)CC)C, predict the reaction product. The product is: [O:52]=[C:50]1[NH:49][C:48](=[O:53])[CH:47]([CH2:46][C:45]2[CH:54]=[CH:55][C:42]([O:41][CH2:40][C:38]3[N:37]([CH3:56])[C:36]4[CH:57]=[C:32]([O:31][C:30]5[CH:29]=[C:28]([NH:27][C:1]([NH:20][CH2:19][C:18]6[CH:21]=[CH:22][C:15]([C:14]([F:23])([F:24])[F:13])=[CH:16][CH:17]=6)=[O:2])[CH:60]=[CH:59][CH:58]=5)[CH:33]=[CH:34][C:35]=4[N:39]=3)=[CH:43][CH:44]=2)[S:51]1. (3) Given the reactants C[O:2][C:3](=[O:28])[C:4]1[CH:9]=[CH:8][C:7]([O:10][C@H:11]2[CH2:16][CH2:15][C@H:14]([C:17]([N:19]3[CH2:24][CH2:23][N:22]([CH:25]([CH3:27])[CH3:26])[CH2:21][CH2:20]3)=[O:18])[CH2:13][CH2:12]2)=[CH:6][CH:5]=1.[OH-].[Li+].C1COCC1.O, predict the reaction product. The product is: [CH:25]([N:22]1[CH2:21][CH2:20][N:19]([C:17]([C@H:14]2[CH2:13][CH2:12][C@H:11]([O:10][C:7]3[CH:6]=[CH:5][C:4]([C:3]([OH:28])=[O:2])=[CH:9][CH:8]=3)[CH2:16][CH2:15]2)=[O:18])[CH2:24][CH2:23]1)([CH3:27])[CH3:26]. (4) The product is: [CH3:8][C:4]1[CH:5]=[CH:6][CH:7]=[C:2]([CH3:1])[C:3]=1[C:9]1[CH:14]=[CH:13][CH:12]=[C:11]([CH2:15][O:16][C:18]2[CH:19]=[C:20]3[C:24](=[CH:25][CH:26]=2)[NH:23][CH:22]=[CH:21]3)[CH:10]=1. Given the reactants [CH3:1][C:2]1[CH:7]=[CH:6][CH:5]=[C:4]([CH3:8])[C:3]=1[C:9]1[CH:14]=[CH:13][CH:12]=[C:11]([CH2:15][OH:16])[CH:10]=1.O[C:18]1[CH:19]=[C:20]2[C:24](=[CH:25][CH:26]=1)[NH:23][CH:22]=[CH:21]2.C(P(CCCC)CCCC)CCC.N(C(N1CCCCC1)=O)=NC(N1CCCCC1)=O, predict the reaction product. (5) Given the reactants [CH3:1][C:2]1[N:9]2[C:5]([S:6][CH:7]=[CH:8]2)=[C:4]([S:10][CH3:11])[N:3]=1.C([Li])CCC.CCCCCC.[CH2:23]([Sn:27](Cl)([CH2:32][CH2:33][CH2:34][CH3:35])[CH2:28][CH2:29][CH2:30][CH3:31])[CH2:24][CH2:25][CH3:26].[Cl-].[NH4+], predict the reaction product. The product is: [CH3:1][C:2]1[N:9]2[C:5]([S:6][CH:7]=[C:8]2[Sn:27]([CH2:28][CH2:29][CH2:30][CH3:31])([CH2:32][CH2:33][CH2:34][CH3:35])[CH2:23][CH2:24][CH2:25][CH3:26])=[C:4]([S:10][CH3:11])[N:3]=1. (6) Given the reactants C(OC(=O)NC1C=CC=C([CH2:14][N:15]2[CH:19]=[CH:18][C:17]([NH:20][C:21](=[O:40])[C@@H:22]([C:29]3[CH:34]=[CH:33][C:32]([S:35]([CH3:38])(=[O:37])=[O:36])=[C:31](Cl)[CH:30]=3)[CH2:23][CH:24]3[CH2:28][CH2:27][CH2:26][CH2:25]3)=[N:16]2)C=1)(C)(C)C.[C:42](Cl)(=[O:46])[C:43](Cl)=[O:44].N1C(C)=CC=C[C:49]=1C, predict the reaction product. The product is: [CH:24]1([CH2:23][C@H:22]([C:29]2[CH:34]=[CH:33][C:32]([S:35]([CH3:38])(=[O:36])=[O:37])=[C:31]([CH3:49])[CH:30]=2)[C:21]([NH:20][C:17]2[CH:18]=[CH:19][N:15]([CH2:14][C@@H:42]([OH:46])[CH2:43][OH:44])[N:16]=2)=[O:40])[CH2:25][CH2:26][CH2:27][CH2:28]1. (7) Given the reactants C([O:5][C:6]([NH:8][C@H:9]([CH2:14][C:15]1[CH:20]=[CH:19][C:18]([OH:21])=[CH:17][CH:16]=1)[C:10]([O:12]C)=O)=[O:7])(C)(C)C.Br[CH2:23][CH2:24][O:25][Si:26]([C:29]([CH3:32])([CH3:31])[CH3:30])([CH3:28])[CH3:27], predict the reaction product. The product is: [Si:26]([O:25][CH2:24][CH2:23][O:21][C:18]1[CH:17]=[CH:16][C:15]([C@@H:14]2[O:7][C:6](=[O:5])[NH:8][C@H:9]2[CH2:10][O:12][Si:26]([C:29]([CH3:32])([CH3:31])[CH3:30])([CH3:28])[CH3:27])=[CH:20][CH:19]=1)([C:29]([CH3:32])([CH3:31])[CH3:30])([CH3:28])[CH3:27].